From a dataset of Reaction yield outcomes from USPTO patents with 853,638 reactions. Predict the reaction yield, written as a fraction of the theoretical maximum amount of product (1.0 means a 100% yield; for example, 0.34 means a 34% yield). (1) The reactants are Br[C:2]1[CH:3]=[C:4]([N:8]2[C:16]3[C:11](=[CH:12][C:13]([CH2:17][N:18]4[CH2:22][CH2:21][CH:20]([OH:23])[CH2:19]4)=[CH:14][CH:15]=3)[C:10]([C:24]([O:26][CH3:27])=[O:25])=[N:9]2)[CH:5]=[CH:6][CH:7]=1.[C:28]([C@:30]1([OH:37])[CH2:34][CH2:33][N:32]([CH3:35])[C:31]1=[O:36])#[CH:29]. No catalyst specified. The product is [OH:37][C@@:30]1([C:28]#[C:29][C:2]2[CH:3]=[C:4]([N:8]3[C:16]4[C:11](=[CH:12][C:13]([CH2:17][N:18]5[CH2:22][CH2:21][CH:20]([OH:23])[CH2:19]5)=[CH:14][CH:15]=4)[C:10]([C:24]([O:26][CH3:27])=[O:25])=[N:9]3)[CH:5]=[CH:6][CH:7]=2)[CH2:34][CH2:33][N:32]([CH3:35])[C:31]1=[O:36]. The yield is 0.730. (2) The reactants are [I-].[CH2:2]([N+:9]1[C:13]2[CH:14]=[CH:15][CH:16]=[CH:17][C:12]=2[N:11]2[C:18]([CH3:21])=[CH:19][S:20][C:10]=12)[CH2:3][CH2:4][CH2:5][CH2:6][CH2:7][CH3:8].[CH3:22][O-:23].[Na+]. The catalyst is CO. The product is [CH2:2]([N:9]1[C:13]2[CH:14]=[CH:15][CH:16]=[CH:17][C:12]=2[N:11](/[C:18](/[CH3:21])=[CH:19]\[S:20][CH3:10])[C:22]1=[O:23])[CH2:3][CH2:4][CH2:5][CH2:6][CH2:7][CH3:8]. The yield is 0.830. (3) The reactants are O=[C:2]1[CH2:7][CH2:6][N:5]([C:8]([O:10][C:11]([CH3:14])([CH3:13])[CH3:12])=[O:9])[CH2:4][CH2:3]1.N1CCCC1.[C:20]([NH2:24])(=[O:23])[C:21]#[CH:22]. The catalyst is C(Cl)(Cl)Cl. The product is [O:23]=[C:20]1[CH:21]=[CH:22][C:3]2[CH2:4][N:5]([C:8]([O:10][C:11]([CH3:14])([CH3:13])[CH3:12])=[O:9])[CH2:6][CH2:7][C:2]=2[NH:24]1. The yield is 0.518. (4) The reactants are [NH2:1][CH2:2][C:3]1[CH:4]=[C:5]([CH:8]=[C:9]([CH2:11][F:12])[CH:10]=1)[CH2:6][OH:7].N1C=CN=C1.[CH3:18][C:19]([Si:22](Cl)([CH3:24])[CH3:23])([CH3:21])[CH3:20]. The catalyst is CN(C=O)C. The product is [Si:22]([O:7][CH2:6][C:5]1[CH:4]=[C:3]([CH:10]=[C:9]([CH2:11][F:12])[CH:8]=1)[CH2:2][NH2:1])([C:19]([CH3:21])([CH3:20])[CH3:18])([CH3:24])[CH3:23]. The yield is 0.760. (5) The reactants are [Cl:1][C:2]1[N:11]=[C:10](Cl)[C:9]2[C:4](=[CH:5][CH:6]=[C:7]([CH3:13])[CH:8]=2)[N:3]=1.[CH3:14][C:15]([NH2:19])([CH3:18])[CH2:16][NH2:17]. The catalyst is CO.C(OCC)(=O)C. The product is [Cl:1][C:2]1[N:11]=[C:10]([NH:17][CH2:16][C:15]([CH3:18])([NH2:19])[CH3:14])[C:9]2[C:4](=[CH:5][CH:6]=[C:7]([CH3:13])[CH:8]=2)[N:3]=1. The yield is 0.806. (6) The reactants are [CH:1]1([C:4]2([F:25])[CH2:7][N:6]([C:8]3[N:13]=[C:12]([S:14]([CH3:17])(=O)=O)[N:11]=[C:10]([NH:18][C:19]4[NH:23][N:22]=[C:21]([CH3:24])[CH:20]=4)[CH:9]=3)[CH2:5]2)[CH2:3][CH2:2]1.[F:26][C:27]([F:40])([F:39])[CH2:28][C:29]([NH:31][C:32]1[CH:37]=[CH:36]C(S)=[CH:34][CH:33]=1)=[O:30]. The catalyst is CC#N. The product is [CH3:24][C:21]1[CH:20]=[C:19]([NH:18][C:10]2[CH:9]=[C:8]([N:6]3[CH2:7][C:4]([CH:1]4[CH2:3][CH2:2]4)([F:25])[CH2:5]3)[N:13]=[C:12]([S:14][C:17]3[CH:34]=[CH:33][C:32]([NH:31][C:29](=[O:30])[CH2:28][C:27]([F:40])([F:26])[F:39])=[CH:37][CH:36]=3)[N:11]=2)[NH:23][N:22]=1. The yield is 0.720. (7) The reactants are I[C:2]1[CH:3]=[C:4]([N+:8]([O-:10])=[O:9])[CH:5]=[CH:6][CH:7]=1.[CH3:11][Si:12]([C:15]#[CH:16])([CH3:14])[CH3:13]. The catalyst is CCN(CC)CC.Cl[Pd](Cl)([P](C1C=CC=CC=1)(C1C=CC=CC=1)C1C=CC=CC=1)[P](C1C=CC=CC=1)(C1C=CC=CC=1)C1C=CC=CC=1.[Cu]I. The product is [CH3:11][Si:12]([CH3:14])([CH3:13])[C:15]#[C:16][C:2]1[CH:7]=[CH:6][CH:5]=[C:4]([N+:8]([O-:10])=[O:9])[CH:3]=1. The yield is 0.940. (8) The reactants are [CH2:1]([C@@H:8]1[NH:13][CH2:12][CH2:11][N:10]([C:14]2[CH:19]=[CH:18][C:17]([O:20][CH3:21])=[C:16]([O:22][CH:23]3[CH2:27][CH2:26][CH2:25][CH2:24]3)[CH:15]=2)[CH2:9]1)[C:2]1[CH:7]=[CH:6][CH:5]=[CH:4][CH:3]=1.C(N(C(C)C)CC)(C)C.Br[CH2:38][C:39]([NH2:41])=[O:40].[Br-]. The catalyst is C1COCC1. The product is [CH2:1]([C@H:8]1[CH2:9][N:10]([C:14]2[CH:19]=[CH:18][C:17]([O:20][CH3:21])=[C:16]([O:22][CH:23]3[CH2:27][CH2:26][CH2:25][CH2:24]3)[CH:15]=2)[CH2:11][CH2:12][N:13]1[CH2:38][C:39]([NH2:41])=[O:40])[C:2]1[CH:3]=[CH:4][CH:5]=[CH:6][CH:7]=1. The yield is 0.220. (9) The reactants are [F:1][C:2]1[CH:7]=[CH:6][C:5]([C:8]2[C:12]([CH2:13][NH:14][C:15]3[CH:16]=[C:17]([C:21]([OH:23])=O)[N:18]([CH3:20])[N:19]=3)=[C:11]([CH3:24])[O:10][N:9]=2)=[CH:4][CH:3]=1.[CH3:25][C:26]1([NH2:30])[CH2:29][O:28][CH2:27]1. No catalyst specified. The product is [CH3:25][C:26]1([NH:30][C:21]([C:17]2[N:18]([CH3:20])[N:19]=[C:15]([NH:14][CH2:13][C:12]3[C:8]([C:5]4[CH:4]=[CH:3][C:2]([F:1])=[CH:7][CH:6]=4)=[N:9][O:10][C:11]=3[CH3:24])[CH:16]=2)=[O:23])[CH2:29][O:28][CH2:27]1. The yield is 0.280. (10) The reactants are CN(C)/[CH:3]=[CH:4]/[C:5]1[C:15]([N+:16]([O-])=O)=[CH:14][C:13]([N+:19]([O-])=O)=[CH:12][C:6]=1[C:7]([O:9][CH2:10][CH3:11])=[O:8].Cl[Sn]Cl. The catalyst is C(O)C. The product is [NH2:19][C:13]1[CH:12]=[C:6]([C:7]([O:9][CH2:10][CH3:11])=[O:8])[C:5]2[CH:4]=[CH:3][NH:16][C:15]=2[CH:14]=1. The yield is 0.400.